From a dataset of Full USPTO retrosynthesis dataset with 1.9M reactions from patents (1976-2016). Predict the reactants needed to synthesize the given product. (1) Given the product [NH2:3][CH2:2][CH2:1][N:4]1[C:18](=[O:17])[C:11]2[CH:10]=[CH:9][CH:8]=[C:7]3[C:12]=2[C:13](=[CH:14][CH:5]=[CH:6]3)[C:15]1=[O:16], predict the reactants needed to synthesize it. The reactants are: [CH2:1]([NH2:4])[CH2:2][NH2:3].[CH:5]1[CH:6]=[C:7]2[C:12]3=[C:13]([C:15]([O:17][C:18](=O)[C:11]3=[CH:10][CH:9]=[CH:8]2)=[O:16])[CH:14]=1.N1C=CC=CC=1. (2) Given the product [F:34][C:35]([F:40])([F:39])[C:36]([OH:38])=[O:37].[CH3:1][C@@H:2]1[CH2:6][CH2:5][CH2:4][N:3]1[CH2:7][CH2:8][CH2:9][O:10][C:11]1[CH:16]=[CH:15][C:14]([C:17]2[S:18][C:19]3[CH2:20][N:21]([CH2:26][C:27]([OH:29])=[O:28])[CH2:22][CH2:23][C:24]=3[N:25]=2)=[CH:13][CH:12]=1, predict the reactants needed to synthesize it. The reactants are: [CH3:1][C@@H:2]1[CH2:6][CH2:5][CH2:4][N:3]1[CH2:7][CH2:8][CH2:9][O:10][C:11]1[CH:16]=[CH:15][C:14]([C:17]2[S:18][C:19]3[CH2:20][N:21]([CH2:26][C:27]([O:29]C(C)(C)C)=[O:28])[CH2:22][CH2:23][C:24]=3[N:25]=2)=[CH:13][CH:12]=1.[F:34][C:35]([F:40])([F:39])[C:36]([OH:38])=[O:37]. (3) Given the product [CH2:11]([C:6]1[CH:7]=[N:8][CH:9]=[CH:10][C:5]=1[O:4][C:3]1[CH:13]=[CH:14][C:15]([NH2:17])=[CH:16][C:2]=1[F:1])[CH3:12], predict the reactants needed to synthesize it. The reactants are: [F:1][C:2]1[CH:16]=[C:15]([N+:17]([O-])=O)[CH:14]=[CH:13][C:3]=1[O:4][C:5]1[CH:10]=[CH:9][N:8]=[CH:7][C:6]=1[CH:11]=[CH2:12]. (4) Given the product [C:7]([O:11][C:12](=[O:33])[N:13]([CH2:14][CH2:15][NH2:16])[CH2:23][CH2:24][O:25][C:26]1[CH:31]=[CH:30][CH:29]=[C:28]([Br:32])[CH:27]=1)([CH3:8])([CH3:10])[CH3:9], predict the reactants needed to synthesize it. The reactants are: C(=O)([O-])[O-].[K+].[K+].[C:7]([O:11][C:12](=[O:33])[N:13]([CH2:23][CH2:24][O:25][C:26]1[CH:31]=[CH:30][CH:29]=[C:28]([Br:32])[CH:27]=1)[CH2:14][CH2:15][NH:16]C(=O)C(F)(F)F)([CH3:10])([CH3:9])[CH3:8]. (5) Given the product [N:65]1[CH:70]=[CH:69][CH:68]=[C:67]([NH:71][C:72](=[O:73])[NH:74][C@@H:75]2[CH2:79][CH2:78][N:77]([C:2]3[N:10]=[C:9]4[C:5]([N:6]=[CH:7][N:8]4[C@@H:11]4[CH2:15][C@H:14]([NH:16][C:17](=[O:20])[CH2:18][CH3:19])[C@@H:13]([OH:21])[C@H:12]4[OH:22])=[C:4]([NH:23][C@@H:24]4[CH2:28][CH2:27][N:26]([C:29]5[N:37]=[C:36]6[C:32]([N:33]=[CH:34][N:35]6[C@@H:38]6[CH2:42][C@H:41]([NH:43][C:44](=[O:47])[CH2:45][CH3:46])[C@@H:40]([OH:48])[C@H:39]6[OH:49])=[C:31]([NH:50][CH2:51][CH:52]([C:53]6[CH:54]=[CH:55][CH:56]=[CH:57][CH:58]=6)[C:59]6[CH:64]=[CH:63][CH:62]=[CH:61][CH:60]=6)[N:30]=5)[CH2:25]4)[N:3]=3)[CH2:76]2)[CH:66]=1, predict the reactants needed to synthesize it. The reactants are: Cl[C:2]1[N:10]=[C:9]2[C:5]([N:6]=[CH:7][N:8]2[C@@H:11]2[CH2:15][C@H:14]([NH:16][C:17](=[O:20])[CH2:18][CH3:19])[C@@H:13]([OH:21])[C@H:12]2[OH:22])=[C:4]([NH:23][C@@H:24]2[CH2:28][CH2:27][N:26]([C:29]3[N:37]=[C:36]4[C:32]([N:33]=[CH:34][N:35]4[C@@H:38]4[CH2:42][C@H:41]([NH:43][C:44](=[O:47])[CH2:45][CH3:46])[C@@H:40]([OH:48])[C@H:39]4[OH:49])=[C:31]([NH:50][CH2:51][CH:52]([C:59]4[CH:64]=[CH:63][CH:62]=[CH:61][CH:60]=4)[C:53]4[CH:58]=[CH:57][CH:56]=[CH:55][CH:54]=4)[N:30]=3)[CH2:25]2)[N:3]=1.[N:65]1[CH:70]=[CH:69][CH:68]=[C:67]([NH:71][C:72]([NH:74][C@@H:75]2[CH2:79][CH2:78][NH:77][CH2:76]2)=[O:73])[CH:66]=1. (6) Given the product [Cl:10][C:11]1[CH:12]=[C:13]([C:22]2[CH2:23][CH2:24][C:25](=[O:28])[NH:26][N:27]=2)[CH:14]=[CH:15][C:16]=1[O:17][CH2:18][CH2:19][CH2:20][O:1][CH2:2][C:3]1[CH:8]=[CH:7][C:6]([OH:9])=[CH:5][CH:4]=1, predict the reactants needed to synthesize it. The reactants are: [OH:1][CH2:2][C:3]1[CH:8]=[CH:7][C:6]([OH:9])=[CH:5][CH:4]=1.[Cl:10][C:11]1[CH:12]=[C:13]([C:22]2[CH2:23][CH2:24][C:25](=[O:28])[NH:26][N:27]=2)[CH:14]=[CH:15][C:16]=1[O:17][CH2:18][CH2:19][CH2:20]O.[O-]S(C(F)(F)F)(=O)=O.[Yb+3].[O-]S(C(F)(F)F)(=O)=O.[O-]S(C(F)(F)F)(=O)=O.